The task is: Predict which catalyst facilitates the given reaction.. This data is from Catalyst prediction with 721,799 reactions and 888 catalyst types from USPTO. (1) Reactant: [N:1]1[CH:6]=[CH:5][C:4]([C:7]2[N:8]=[C:9]3[CH2:23][CH2:22][CH2:21][N:20]([CH2:24][CH2:25][CH2:26][CH2:27][CH2:28][CH2:29][C:30]([O:32]CC)=[O:31])[C:10]3=[N:11][C:12]=2[C:13]2[CH:18]=[CH:17][C:16]([CH3:19])=[CH:15][CH:14]=2)=[CH:3][CH:2]=1.[Li+].[OH-]. Product: [N:1]1[CH:6]=[CH:5][C:4]([C:7]2[N:8]=[C:9]3[CH2:23][CH2:22][CH2:21][N:20]([CH2:24][CH2:25][CH2:26][CH2:27][CH2:28][CH2:29][C:30]([OH:32])=[O:31])[C:10]3=[N:11][C:12]=2[C:13]2[CH:14]=[CH:15][C:16]([CH3:19])=[CH:17][CH:18]=2)=[CH:3][CH:2]=1. The catalyst class is: 20. (2) Reactant: C(OC(=O)[NH:7][C:8]1[CH:13]=[CH:12][C:11]([C:14]2[CH:19]=[CH:18][CH:17]=[CH:16][N:15]=2)=[CH:10][C:9]=1[NH:20][C:21](=[O:33])[CH2:22][C:23]([C:25]1[CH:30]=[CH:29][CH:28]=[C:27]([C:31]#[N:32])[CH:26]=1)=O)(C)(C)C.C(O)(C(F)(F)F)=O. Product: [O:33]=[C:21]1[CH2:22][C:23]([C:25]2[CH:26]=[C:27]([CH:28]=[CH:29][CH:30]=2)[C:31]#[N:32])=[N:7][C:8]2[CH:13]=[CH:12][C:11]([C:14]3[CH:19]=[CH:18][CH:17]=[CH:16][N:15]=3)=[CH:10][C:9]=2[NH:20]1. The catalyst class is: 2.